From a dataset of Peptide-MHC class I binding affinity with 185,985 pairs from IEDB/IMGT. Regression. Given a peptide amino acid sequence and an MHC pseudo amino acid sequence, predict their binding affinity value. This is MHC class I binding data. (1) The peptide sequence is FHGVAKNPV. The MHC is HLA-B40:01 with pseudo-sequence HLA-B40:01. The binding affinity (normalized) is 0.0847. (2) The peptide sequence is VVYMDMGVR. The MHC is HLA-A68:02 with pseudo-sequence HLA-A68:02. The binding affinity (normalized) is 0.0847. (3) The peptide sequence is LALLNGAAL. The MHC is H-2-Kb with pseudo-sequence H-2-Kb. The binding affinity (normalized) is 0.421. (4) The peptide sequence is LIAKSSSVI. The MHC is HLA-A30:01 with pseudo-sequence HLA-A30:01. The binding affinity (normalized) is 0.776. (5) The peptide sequence is EERFEITGTM. The MHC is Mamu-A11 with pseudo-sequence Mamu-A11. The binding affinity (normalized) is 0.452. (6) The peptide sequence is FTENGPWMY. The MHC is HLA-A02:03 with pseudo-sequence HLA-A02:03. The binding affinity (normalized) is 0.0847. (7) The peptide sequence is ALQDSGLEV. The MHC is HLA-A02:06 with pseudo-sequence HLA-A02:06. The binding affinity (normalized) is 0.271. (8) The peptide sequence is WTDLYTSMS. The MHC is HLA-A03:01 with pseudo-sequence HLA-A03:01. The binding affinity (normalized) is 0.0847.